Dataset: Catalyst prediction with 721,799 reactions and 888 catalyst types from USPTO. Task: Predict which catalyst facilitates the given reaction. (1) Reactant: [F:1][C:2]1[CH:3]=[C:4]([C:8]2[C:16]3[C:11](=[C:12]([O:19][CH3:20])[CH:13]=C(C#N)[CH:15]=3)[NH:10][N:9]=2)[CH:5]=[CH:6][CH:7]=1.[C:21]([OH:24])(=[O:23])[CH3:22].S(=O)(=O)(O)O. Product: [F:1][C:2]1[CH:3]=[C:4]([C:8]2[C:16]3[C:11](=[C:12]([O:19][CH3:20])[CH:13]=[C:22]([C:21]([OH:24])=[O:23])[CH:15]=3)[NH:10][N:9]=2)[CH:5]=[CH:6][CH:7]=1. The catalyst class is: 6. (2) Reactant: C[O:2][C:3]([C:5]1[CH:10]=[C:9]([N:11]2[CH2:16][CH2:15][NH:14][CH2:13][CH2:12]2)[N:8]=[C:7]([C:17]2[CH:22]=[CH:21][N:20]=[C:19]([NH:23][CH:24]3[CH2:29][CH2:28][CH2:27][CH2:26][CH2:25]3)[CH:18]=2)[CH:6]=1)=[O:4].O.O[Li].O. Product: [CH:24]1([NH:23][C:19]2[CH:18]=[C:17]([C:7]3[CH:6]=[C:5]([C:3]([OH:4])=[O:2])[CH:10]=[C:9]([N:11]4[CH2:16][CH2:15][NH:14][CH2:13][CH2:12]4)[N:8]=3)[CH:22]=[CH:21][N:20]=2)[CH2:29][CH2:28][CH2:27][CH2:26][CH2:25]1. The catalyst class is: 1. (3) Reactant: [C:1]([C:5]([C:8]([C:11]([CH2:14][CH2:15][CH2:16][CH2:17][CH2:18][CH2:19][CH2:20][CH2:21][CH2:22][CH2:23][CH2:24]O)([F:13])[F:12])([F:10])[F:9])([F:7])[F:6])([F:4])([F:3])[F:2].[BrH:26].S(=O)(=O)(O)O. Product: [C:1]([C:5]([C:8]([C:11]([CH2:14][CH2:15][CH2:16][CH2:17][CH2:18][CH2:19][CH2:20][CH2:21][CH2:22][CH2:23][CH2:24][Br:26])([F:13])[F:12])([F:10])[F:9])([F:7])[F:6])([F:4])([F:3])[F:2]. The catalyst class is: 6. (4) Reactant: Br[C:2]1[CH:7]=[CH:6][C:5]([S:8]([NH:11][CH2:12][CH:13]2[CH2:15][CH2:14]2)(=[O:10])=[O:9])=[C:4]([C:16]([F:19])([F:18])[F:17])[CH:3]=1.[NH2:20][C:21]1[N:26]=[C:25]([O:27][CH3:28])[CH:24]=[C:23]([O:29][CH3:30])[N:22]=1.C1C=CC(P(C2C(C3C(P(C4C=CC=CC=4)C4C=CC=CC=4)=CC=C4C=3C=CC=C4)=C3C(C=CC=C3)=CC=2)C2C=CC=CC=2)=CC=1.C(=O)([O-])[O-].[Cs+].[Cs+]. Product: [CH:13]1([CH2:12][NH:11][S:8]([C:5]2[CH:6]=[CH:7][C:2]([NH:20][C:21]3[N:22]=[C:23]([O:29][CH3:30])[CH:24]=[C:25]([O:27][CH3:28])[N:26]=3)=[CH:3][C:4]=2[C:16]([F:19])([F:18])[F:17])(=[O:10])=[O:9])[CH2:15][CH2:14]1. The catalyst class is: 222. (5) Reactant: C(=O)([O-])[O-].[K+].[K+].F[C:8]1[CH:15]=[CH:14][C:11]([CH:12]=[O:13])=[CH:10][C:9]=1[O:16][CH3:17].[CH3:18][C:19]1[N:20]=[CH:21][NH:22][CH:23]=1. Product: [CH3:17][O:16][C:9]1[CH:10]=[C:11]([CH:14]=[CH:15][C:8]=1[N:22]1[CH:23]=[C:19]([CH3:18])[N:20]=[CH:21]1)[CH:12]=[O:13].[CH3:17][O:16][C:9]1[CH:10]=[C:11]([CH:14]=[CH:15][C:8]=1[N:20]1[C:19]([CH3:18])=[CH:23][N:22]=[CH:21]1)[CH:12]=[O:13]. The catalyst class is: 3. (6) Reactant: [Br:1]N1C(=O)CCC1=O.[CH3:9][CH:10]([CH3:24])[CH2:11][O:12][C:13]1[CH:18]=[CH:17][CH:16]=[CH:15][C:14]=1[O:19][CH2:20][CH:21]([CH3:23])[CH3:22]. Product: [Br:1][C:16]1[CH:17]=[CH:18][C:13]([O:12][CH2:11][CH:10]([CH3:24])[CH3:9])=[C:14]([O:19][CH2:20][CH:21]([CH3:23])[CH3:22])[CH:15]=1. The catalyst class is: 10. (7) Reactant: [CH3:1][O:2][C:3]([C:5]1[N:6]=[C:7]([CH2:10][NH:11][CH2:12][C:13]2[CH:18]=[CH:17][C:16]([O:19][CH2:20][C:21]3[CH:26]=[CH:25][CH:24]=[CH:23][CH:22]=3)=[CH:15][CH:14]=2)[S:8][CH:9]=1)=[O:4].[C:27](=O)([O-])[O-].[K+].[K+].[C:33]1([S:39](Cl)(=[O:41])=[O:40])[CH:38]=[CH:37][CH:36]=[CH:35][CH:34]=1. Product: [CH2:1]([O:2][C:3]([C:5]1[N:6]=[C:7]([CH2:10][N:11]([CH2:12][C:13]2[CH:18]=[CH:17][C:16]([O:19][CH2:20][C:21]3[CH:26]=[CH:25][CH:24]=[CH:23][CH:22]=3)=[CH:15][CH:14]=2)[S:39]([C:33]2[CH:38]=[CH:37][CH:36]=[CH:35][CH:34]=2)(=[O:41])=[O:40])[S:8][CH:9]=1)=[O:4])[CH3:27]. The catalyst class is: 4. (8) The catalyst class is: 23. Reactant: Cl[C:2]1[N:11]=[C:10]([NH:12][CH2:13][C:14]2[CH:19]=[CH:18][CH:17]=[CH:16][N:15]=2)[C:9]2[C:4](=[CH:5][CH:6]=[CH:7][C:8]=2[C:20]2[CH:25]=[CH:24][CH:23]=[CH:22][CH:21]=2)[N:3]=1.[C-]#N.[CH3:28][N+:29](C)(C)C.C1CCN2C(=NCCC2)CC1. Product: [C:20]1([C:8]2[CH:7]=[CH:6][CH:5]=[C:4]3[C:9]=2[C:10]([NH:12][CH2:13][C:14]2[CH:19]=[CH:18][CH:17]=[CH:16][N:15]=2)=[N:11][C:2]([C:28]#[N:29])=[N:3]3)[CH:25]=[CH:24][CH:23]=[CH:22][CH:21]=1. (9) Reactant: Cl[CH2:2][CH2:3][NH:4][C:5](=O)[CH3:6].P(Cl)(Cl)(Cl)(Cl)Cl.[NH2:14][C:15]1[CH:16]=[C:17]([C:21]2[CH:30]=[N:29][CH:28]=[CH:27][C:22]=2[C:23]([O:25][CH3:26])=[O:24])[CH:18]=[CH:19][CH:20]=1.[OH-].[NH4+]. Product: [CH3:6][C:5]1[N:14]([C:15]2[CH:16]=[C:17]([C:21]3[CH:30]=[N:29][CH:28]=[CH:27][C:22]=3[C:23]([O:25][CH3:26])=[O:24])[CH:18]=[CH:19][CH:20]=2)[CH2:2][CH2:3][N:4]=1. The catalyst class is: 866.